This data is from Forward reaction prediction with 1.9M reactions from USPTO patents (1976-2016). The task is: Predict the product of the given reaction. (1) Given the reactants [CH:1]1([N:4]2[CH2:9][CH2:8][NH:7][CH2:6][CH2:5]2)[CH2:3][CH2:2]1.F[C:11]1[CH:16]=[CH:15][C:14]([N+:17]([O-:19])=[O:18])=[CH:13][CH:12]=1.CCN(C(C)C)C(C)C, predict the reaction product. The product is: [CH:1]1([N:4]2[CH2:9][CH2:8][N:7]([C:11]3[CH:16]=[CH:15][C:14]([N+:17]([O-:19])=[O:18])=[CH:13][CH:12]=3)[CH2:6][CH2:5]2)[CH2:3][CH2:2]1. (2) Given the reactants [NH2:1][CH2:2][CH2:3][N:4]([CH3:8])[CH2:5][CH2:6][NH2:7].[C:9]([O:13][C:14](=O)[O:15]C(C)(C)C)([CH3:12])([CH3:11])[CH3:10], predict the reaction product. The product is: [NH2:1][CH2:2][CH2:3][N:4]([CH3:8])[CH2:5][CH2:6][NH:7][C:14](=[O:15])[O:13][C:9]([CH3:12])([CH3:11])[CH3:10]. (3) Given the reactants [CH:1](=[CH:8][NH2:9])[C:2]1[CH:7]=[CH:6][CH:5]=[CH:4][CH:3]=1.[CH:10]1[C:19]2[C:14](=[CH:15][CH:16]=[CH:17][CH:18]=2)[CH:13]=[CH:12][C:11]=1[CH:20]=[O:21].S([CH2:32][N+:33]#[C-:34])(C1C=CC(C)=CC=1)(=O)=O.C([O-])([O-])=O.[K+].[K+], predict the reaction product. The product is: [CH3:34][N:33]1[C:1]([C:2]2[CH:7]=[CH:6][C:5]3[C:4](=[CH:10][CH:11]=[CH:12][CH:13]=3)[CH:3]=2)=[CH:8][N:9]=[CH:32]1.[CH:10]1[C:19]2[C:14](=[CH:15][CH:16]=[CH:17][CH:18]=2)[CH:13]=[CH:12][C:11]=1[C:20]1[O:21][CH:34]=[N:33][CH:32]=1. (4) Given the reactants [CH3:1][O:2][C:3]1[CH:8]=[CH:7][C:6]([OH:9])=[CH:5][CH:4]=1.[H][H], predict the reaction product. The product is: [CH3:1][O:2][CH:3]1[CH2:8][CH2:7][CH:6]([OH:9])[CH2:5][CH2:4]1. (5) Given the reactants Cl[C:2]1[N:7]=[C:6]([C:8]2[S:12][C:11]([CH:13]3[CH2:18][CH2:17][O:16][CH2:15][CH2:14]3)=[N:10][C:9]=2[C:19]2[C:20]([F:37])=[C:21]([NH:25][S:26]([C:29]3[CH:34]=[C:33]([F:35])[CH:32]=[CH:31][C:30]=3[F:36])(=[O:28])=[O:27])[CH:22]=[CH:23][CH:24]=2)[CH:5]=[CH:4][N:3]=1.C([O-])=O.[NH4+], predict the reaction product. The product is: [F:36][C:30]1[CH:31]=[CH:32][C:33]([F:35])=[CH:34][C:29]=1[S:26]([NH:25][C:21]1[CH:22]=[CH:23][CH:24]=[C:19]([C:9]2[N:10]=[C:11]([CH:13]3[CH2:14][CH2:15][O:16][CH2:17][CH2:18]3)[S:12][C:8]=2[C:6]2[CH:5]=[CH:4][N:3]=[CH:2][N:7]=2)[C:20]=1[F:37])(=[O:27])=[O:28]. (6) Given the reactants [NH2:1][C:2]1[N:3]=[C:4]([NH:17][CH:18]2[CH2:23][CH2:22][N:21]([S:24]([CH2:27][CH2:28][CH2:29]Cl)(=[O:26])=[O:25])[CH2:20][CH2:19]2)[S:5][C:6]=1[C:7]([C:9]1[C:14]([F:15])=[CH:13][CH:12]=[CH:11][C:10]=1[F:16])=[O:8].[Na+].[I-:32].O, predict the reaction product. The product is: [NH2:1][C:2]1[N:3]=[C:4]([NH:17][CH:18]2[CH2:23][CH2:22][N:21]([S:24]([CH2:27][CH2:28][CH2:29][I:32])(=[O:26])=[O:25])[CH2:20][CH2:19]2)[S:5][C:6]=1[C:7]([C:9]1[C:14]([F:15])=[CH:13][CH:12]=[CH:11][C:10]=1[F:16])=[O:8]. (7) Given the reactants [F:1][C:2]1[CH:7]=[CH:6][CH:5]=[CH:4][C:3]=1[N:8]1[C:12]([C:13]2[CH:18]=[CH:17][N:16]=[CH:15][CH:14]=2)=[C:11]([C:19]([O:21]CC)=O)[N:10]=[N:9]1.O[N:25]=[C:26]([C:28]1[CH:33]=[CH:32][CH:31]=[CH:30][N:29]=1)[NH2:27], predict the reaction product. The product is: [F:1][C:2]1[CH:7]=[CH:6][CH:5]=[CH:4][C:3]=1[N:8]1[C:12]([C:13]2[CH:18]=[CH:17][N:16]=[CH:15][CH:14]=2)=[C:11]([C:19]2[O:21][N:27]=[C:26]([C:28]3[CH:33]=[CH:32][CH:31]=[CH:30][N:29]=3)[N:25]=2)[N:10]=[N:9]1.